From a dataset of Full USPTO retrosynthesis dataset with 1.9M reactions from patents (1976-2016). Predict the reactants needed to synthesize the given product. (1) Given the product [F:1][C:2]([O:10][C:11]([F:19])([F:20])[C:12]([F:18])([F:17])[C:13]([F:14])([F:15])[F:16])([C:6]([F:9])([F:8])[F:7])[C:3]([O-:5])=[O:4].[C:35]1([S+:28]([C:22]2[CH:23]=[CH:24][CH:25]=[CH:26][CH:27]=2)[C:29]2[CH:34]=[CH:33][CH:32]=[CH:31][CH:30]=2)[CH:36]=[CH:37][CH:38]=[CH:39][CH:40]=1, predict the reactants needed to synthesize it. The reactants are: [F:1][C:2]([O:10][C:11]([F:20])([F:19])[C:12]([F:18])([F:17])[C:13]([F:16])([F:15])[F:14])([C:6]([F:9])([F:8])[F:7])[C:3]([OH:5])=[O:4].[Cl-].[C:22]1([S+:28]([C:35]2[CH:40]=[CH:39][CH:38]=[CH:37][CH:36]=2)[C:29]2[CH:34]=[CH:33][CH:32]=[CH:31][CH:30]=2)[CH:27]=[CH:26][CH:25]=[CH:24][CH:23]=1.C(C(C)=O)C(C)C. (2) Given the product [C:1]([O:5][C:6](=[O:18])[NH:7][C:8]1[CH:13]=[CH:12][C:11]([C:26]#[C:25][C:19]2[CH:24]=[CH:23][CH:22]=[CH:21][CH:20]=2)=[CH:10][C:9]=1[N+:15]([O-:17])=[O:16])([CH3:4])([CH3:3])[CH3:2], predict the reactants needed to synthesize it. The reactants are: [C:1]([O:5][C:6](=[O:18])[NH:7][C:8]1[CH:13]=[CH:12][C:11](I)=[CH:10][C:9]=1[N+:15]([O-:17])=[O:16])([CH3:4])([CH3:3])[CH3:2].[C:19]1([C:25]#[CH:26])[CH:24]=[CH:23][CH:22]=[CH:21][CH:20]=1. (3) Given the product [NH:25]1[CH2:24][CH2:23][CH:22]([C:4]2[C:3](=[O:2])[NH:8][C:7]3[CH:9]=[CH:10][NH:11][C:6]=3[CH:5]=2)[CH2:27][CH2:26]1, predict the reactants needed to synthesize it. The reactants are: C[O:2][C:3]1[N:8]=[C:7]2[CH:9]=[CH:10][N:11]([Si](C(C)C)(C(C)C)C(C)C)[C:6]2=[CH:5][C:4]=1[CH:22]1[CH2:27][CH2:26][N:25](C(OC(C)(C)C)=O)[CH2:24][CH2:23]1.[Si](I)(C)(C)C.